From a dataset of Experimentally validated miRNA-target interactions with 360,000+ pairs, plus equal number of negative samples. Binary Classification. Given a miRNA mature sequence and a target amino acid sequence, predict their likelihood of interaction. (1) The protein sequence of the target gene is MSAAAKSQVPEEAAPGCEEEPKGKTLLTWGSLFGHRSEKIVFTKGDGSPEESLLTVTITETTVIESDLGVWSSRALIYLTLWFFFSFCTLFLNKYILSLLEGEPSMLGAVQMLSTTLIGCVKIFVPCCLYQHKTRLSYPPNFIMTMLFVGLMRFATVVLGLVSLKNVAVSFAETVKSSAPIFTVIMSRMILGEYTGLLVNLSLIPVMGGLALCTATEISFNILGFSAALSTNIMDCLQNVFSKKLLSGDKYRFSAPELQFYTSAAAVALLIPAWTFFMDIPVIGRSGKSFSYSQDIVLLL.... Result: 1 (interaction). The miRNA is mmu-miR-1195 with sequence UGAGUUCGAGGCCAGCCUGCUCA. (2) The miRNA is hsa-miR-6070 with sequence CCGGUUCCAGUCCCUGGAG. The protein sequence of the target gene is MEGCMGEESFQMWELNRRLEAYLARVKALEEQNELLSAELGGLRAQSADTSWRAHADDELAALRALVDQRWREKHAAEVARDNLAEELEGVAGRCQQLRLARERTTEEVARNRRAVEAEKCARAWLSSQVAELERELEALRVAHEEERVGLNAQAACAPRCPAPPRGPPAPAPEVEELARRLGEAWRGAVRGYQERVAHMETSLGQARERLGRAVQGAREGRLELQQLQAERGGLLERRAALEQRLEGRWQERLRATEKFQLAVEALEQEKQGLQSQIAQVLEGRQQLAHLKMSLSLEVA.... Result: 0 (no interaction).